This data is from Reaction yield outcomes from USPTO patents with 853,638 reactions. The task is: Predict the reaction yield, written as a fraction of the theoretical maximum amount of product (1.0 means a 100% yield; for example, 0.34 means a 34% yield). The reactants are F[C:2]1[CH:7]=[CH:6][C:5]([CH:8]2[CH2:10][O:9]2)=[CH:4][CH:3]=1.[OH:11][C:12]1[CH:19]=[CH:18][C:15]([CH:16]=[O:17])=[CH:14][CH:13]=1.[OH-].[Na+]. The catalyst is C1(C)C=CC=CC=1. The product is [OH:9][CH:8]([C:5]1[CH:6]=[CH:7][CH:2]=[CH:3][CH:4]=1)[CH2:10][O:11][C:12]1[CH:19]=[CH:18][C:15]([CH:16]=[O:17])=[CH:14][CH:13]=1. The yield is 0.140.